From a dataset of Forward reaction prediction with 1.9M reactions from USPTO patents (1976-2016). Predict the product of the given reaction. (1) Given the reactants [C:1]([N:4]1[C:13]2[C:8](=[CH:9][C:10]([C:14]3[CH:15]=[N:16][N:17]([CH2:19][CH2:20][N:21](C)[C:22](=O)OC(C)(C)C)[CH:18]=3)=[CH:11][CH:12]=2)[C@H:7]([NH:30][C:31]2[CH:36]=[CH:35][CH:34]=[CH:33][CH:32]=2)[CH2:6][C@@H:5]1[CH3:37])(=[O:3])[CH3:2].[F:38][C:39]([F:44])([F:43])[C:40]([OH:42])=[O:41], predict the reaction product. The product is: [F:38][C:39]([F:44])([F:43])[C:40]([OH:42])=[O:41].[C:1]([N:4]1[C:13]2[C:8](=[CH:9][C:10]([C:14]3[CH:15]=[N:16][N:17]([CH2:19][CH2:20][NH:21][CH3:22])[CH:18]=3)=[CH:11][CH:12]=2)[C@H:7]([NH:30][C:31]2[CH:32]=[CH:33][CH:34]=[CH:35][CH:36]=2)[CH2:6][C@@H:5]1[CH3:37])(=[O:3])[CH3:2]. (2) Given the reactants O1CCOC1C1C=C(NC(=O)C2C=C(C)C=NC=2)C=CC=1.[F:22][C:23]([F:34])([F:33])[C:24]1[N:29]=[C:28]([C:30](Cl)=[O:31])[CH:27]=[CH:26][CH:25]=1.[NH2:35][C:36]1[CH:37]=[CH:38][C:39]([F:44])=[C:40]([CH2:42][OH:43])[CH:41]=1, predict the reaction product. The product is: [F:44][C:39]1[CH:38]=[CH:37][C:36]([NH:35][C:30]([C:28]2[CH:27]=[CH:26][CH:25]=[C:24]([C:23]([F:34])([F:33])[F:22])[N:29]=2)=[O:31])=[CH:41][C:40]=1[CH:42]=[O:43]. (3) Given the reactants [CH3:1][C:2]([CH3:19])([CH2:7]OS(C1C=CC(C)=CC=1)(=O)=O)[C:3]([O:5][CH3:6])=[O:4].C[C:21]1[CH:22]=[C:23]([OH:28])[CH:24]=[C:25]([CH3:27])[CH:26]=1.[C:29](=O)([O-])[O-].[K+].[K+].CC(N(C)C)=O, predict the reaction product. The product is: [CH3:27][C:25]1[CH:24]=[C:23]([O:28][CH2:1][C:2]([CH3:19])([CH3:7])[C:3]([O:5][CH3:6])=[O:4])[CH:22]=[CH:21][C:26]=1[CH3:29]. (4) Given the reactants [NH2:1][CH:2]1[CH2:6][CH2:5][N:4]([C:7]([O:9][C:10]([CH3:13])([CH3:12])[CH3:11])=[O:8])[CH2:3]1.[C:14]([O:18]C(N1CCC(O)C1)=O)(C)(C)C.ClC(Cl)(OC(=O)OC(Cl)(Cl)Cl)Cl.[NH2:39][C:40]1[CH:55]=[CH:54][CH:53]=[CH:52][C:41]=1[C:42]([NH:44][C:45]1[CH:50]=[CH:49][C:48]([Cl:51])=[CH:47][N:46]=1)=[O:43].[N-]=C=O, predict the reaction product. The product is: [C:10]([O:9][C:7]([N:4]1[CH2:5][CH2:6][CH:2]([NH:1][C:14]([NH:39][C:40]2[CH:55]=[CH:54][CH:53]=[CH:52][C:41]=2[C:42]([NH:44][C:45]2[CH:50]=[CH:49][C:48]([Cl:51])=[CH:47][N:46]=2)=[O:43])=[O:18])[CH2:3]1)=[O:8])([CH3:13])([CH3:12])[CH3:11]. (5) Given the reactants [CH2:1]([P:3]([CH2:6][CH3:7])[CH2:4][CH3:5])[CH3:2].[Br:8][CH2:9][CH2:10][CH2:11][CH2:12][CH3:13].CCCCCC, predict the reaction product. The product is: [Br-:8].[CH2:1]([P+:3]([CH2:6][CH3:7])([CH2:4][CH3:5])[CH2:9][CH2:10][CH2:11][CH2:12][CH3:13])[CH3:2].